Dataset: Reaction yield outcomes from USPTO patents with 853,638 reactions. Task: Predict the reaction yield, written as a fraction of the theoretical maximum amount of product (1.0 means a 100% yield; for example, 0.34 means a 34% yield). (1) The reactants are [NH2:1][C:2]1[CH:3]=[C:4]([C:8]2[C:12]([C:13]3[CH:18]=[CH:17][N:16]=[C:15]([NH:19][CH3:20])[CH:14]=3)=[CH:11][N:10]([CH2:21][C:22]3[CH:27]=[CH:26][C:25]([O:28][CH3:29])=[CH:24][CH:23]=3)[N:9]=2)[CH:5]=[CH:6][CH:7]=1.[F:30][C:31]1[CH:36]=[CH:35][C:34]([F:37])=[CH:33][C:32]=1[S:38](Cl)(=[O:40])=[O:39].[Na]. The catalyst is N1C=CC=CC=1. The product is [F:30][C:31]1[CH:36]=[CH:35][C:34]([F:37])=[CH:33][C:32]=1[S:38]([NH:1][C:2]1[CH:7]=[CH:6][CH:5]=[C:4]([C:8]2[C:12]([C:13]3[CH:18]=[CH:17][N:16]=[C:15]([NH:19][CH3:20])[CH:14]=3)=[CH:11][N:10]([CH2:21][C:22]3[CH:23]=[CH:24][C:25]([O:28][CH3:29])=[CH:26][CH:27]=3)[N:9]=2)[CH:3]=1)(=[O:40])=[O:39]. The yield is 0.820. (2) The reactants are [NH:1]1[C:9]2[C:4](=[CH:5][CH:6]=[CH:7][CH:8]=2)[CH2:3][C:2]1=[O:10].[CH3:11][O:12][C:13]([C:15]1[NH:16][C:17]([CH:21]=O)=[C:18]([CH3:20])[CH:19]=1)=[O:14]. No catalyst specified. The product is [CH3:11][O:12][C:13]([C:15]1[NH:16][C:17]([CH:21]=[C:3]2[C:4]3[C:9](=[CH:8][CH:7]=[CH:6][CH:5]=3)[NH:1][C:2]2=[O:10])=[C:18]([CH3:20])[CH:19]=1)=[O:14]. The yield is 0.810. (3) The reactants are Cl[C:2]1[N:7]=[CH:6][C:5]([C:8]2[CH:17]=[C:16]3[C:11]([CH:12]=[C:13]([NH:18][C:19]([CH:21]4[CH2:23][CH2:22]4)=[O:20])[N:14]=[CH:15]3)=[CH:10][CH:9]=2)=[C:4]([CH3:24])[C:3]=1[F:25].C(O)C.C(=O)(O)[O-].[Na+]. The catalyst is [Pd]. The product is [F:25][C:3]1[C:4]([CH3:24])=[C:5]([C:8]2[CH:17]=[C:16]3[C:11]([CH:12]=[C:13]([NH:18][C:19]([CH:21]4[CH2:22][CH2:23]4)=[O:20])[N:14]=[CH:15]3)=[CH:10][CH:9]=2)[CH:6]=[N:7][CH:2]=1. The yield is 0.480. (4) The reactants are [Cl:1][C:2]1[CH:3]=[C:4]2[C:9](=[CH:10][CH:11]=1)[C:8](=[O:12])[NH:7][CH2:6][CH2:5]2.Br[C:14]1[CH:15]=[N:16][CH:17]=[C:18]([CH:21]=1)[C:19]#[N:20].[C@H]1(N)CCCC[C@@H]1N.C([O-])([O-])=O.[Cs+].[Cs+]. The catalyst is O1CCOCC1.[Cu]I.O. The product is [Cl:1][C:2]1[CH:3]=[C:4]2[C:9](=[CH:10][CH:11]=1)[C:8](=[O:12])[N:7]([C:14]1[CH:15]=[N:16][CH:17]=[C:18]([CH:21]=1)[C:19]#[N:20])[CH2:6][CH2:5]2. The yield is 0.260. (5) The reactants are CCN(C(C)C)C(C)C.[NH:10]1[CH2:15][CH2:14][O:13][CH2:12][CH2:11]1.Br[CH2:17][C:18]1[CH:23]=[C:22]([N+:24]([O-:26])=[O:25])[CH:21]=[CH:20][C:19]=1[F:27].CCOC(C)=O. The catalyst is C1COCC1. The product is [F:27][C:19]1[CH:20]=[CH:21][C:22]([N+:24]([O-:26])=[O:25])=[CH:23][C:18]=1[CH2:17][N:10]1[CH2:15][CH2:14][O:13][CH2:12][CH2:11]1. The yield is 0.810. (6) The yield is 0.980. The product is [C:27]([O:15][C@@H:13]([CH3:14])[C@@H:12]([NH:11][C:8]1[CH:7]=[CH:6][C:3]([C:4]#[N:5])=[C:2]([Cl:1])[C:9]=1[CH3:10])[C:16]1[O:17][C:18]([C:21]2[CH:26]=[CH:25][CH:24]=[CH:23][CH:22]=2)=[N:19][N:20]=1)(=[O:29])[CH3:28]. The catalyst is N1C=CC=CC=1.C(Cl)Cl. The reactants are [Cl:1][C:2]1[C:9]([CH3:10])=[C:8]([NH:11][C@@H:12]([C:16]2[O:17][C:18]([C:21]3[CH:26]=[CH:25][CH:24]=[CH:23][CH:22]=3)=[N:19][N:20]=2)[C@@H:13]([OH:15])[CH3:14])[CH:7]=[CH:6][C:3]=1[C:4]#[N:5].[C:27](Cl)(=[O:29])[CH3:28]. (7) The reactants are COC1C=CC(C[N:8]2[CH2:11][C:10]3([CH2:15][CH2:14][CH2:13][N:12]3[C:16]([O:18][CH2:19][C:20]3[CH:25]=[CH:24][CH:23]=[CH:22][CH:21]=3)=[O:17])[C:9]2=[O:26])=CC=1.O=[N+]([O-])[O-].[O-][N+](=O)[O-].[O-][N+](=O)[O-].[O-][N+](=O)[O-].[O-][N+](=O)[O-].[O-][N+](=O)[O-].[Ce+4].[NH4+].[NH4+]. The catalyst is CC#N.O. The product is [O:26]=[C:9]1[C:10]2([CH2:15][CH2:14][CH2:13][N:12]2[C:16]([O:18][CH2:19][C:20]2[CH:25]=[CH:24][CH:23]=[CH:22][CH:21]=2)=[O:17])[CH2:11][NH:8]1. The yield is 0.365. (8) The reactants are [N:1]([C@H:4]([C:6]1[CH:11]=[CH:10][CH:9]=[CH:8][C:7]=1[Br:12])[CH3:5])=[N+]=[N-].[NH4+].[Cl-].[In]. The catalyst is CCO.O. The product is [Br:12][C:7]1[CH:8]=[CH:9][CH:10]=[CH:11][C:6]=1[C@@H:4]([NH2:1])[CH3:5]. The yield is 0.880.